From a dataset of Full USPTO retrosynthesis dataset with 1.9M reactions from patents (1976-2016). Predict the reactants needed to synthesize the given product. (1) The reactants are: [F:1][C:2]1[CH:3]=[CH:4][C:5]2[O:10][CH2:9][CH:8]3[CH:11]([C:20]4[CH:25]=[CH:24][CH:23]=[CH:22][CH:21]=4)[C:12]([C:14]([N:16]([O:18][CH3:19])[CH3:17])=[O:15])=[N:13][N:7]3[C:6]=2[CH:26]=1.F[C:28]1[CH:29]=CC2OC[C@@H]3[C@H](C4C=CC=CC=4)C(C(N(OC)C)=O)=NN3C=2[CH:52]=1.[Li+].C[Si]([N-][Si](C)(C)C)(C)C.C(Br)C=C. Given the product [CH2:29]([C:11]1([C:20]2[CH:21]=[CH:22][CH:23]=[CH:24][CH:25]=2)[CH:8]2[CH2:9][O:10][C:5]3[CH:4]=[CH:3][C:2]([F:1])=[CH:26][C:6]=3[N:7]2[N:13]=[C:12]1[C:14]([N:16]([O:18][CH3:19])[CH3:17])=[O:15])[CH:28]=[CH2:52], predict the reactants needed to synthesize it. (2) Given the product [I:25][C:18]1[C:17]([C:22]([OH:24])=[O:23])=[N:16][CH:21]=[CH:20][CH:19]=1, predict the reactants needed to synthesize it. The reactants are: CC1(C)CCCC(C)(C)N1.C([Li])CCC.[N:16]1[CH:21]=[CH:20][CH:19]=[CH:18][C:17]=1[C:22]([OH:24])=[O:23].[I:25]I. (3) Given the product [F:29][C:30]1[CH:31]=[CH:32][C:33]([CH2:36][C:37]2[N:38]=[C:26]([CH:11]3[CH2:12][CH:13]([C:15]4[CH:16]=[CH:17][C:18]([O:21][C:22]([F:24])([F:23])[F:25])=[CH:19][CH:20]=4)[CH2:14][N:9]([C:7]([N:1]4[CH2:6][CH2:5][O:4][CH2:3][CH2:2]4)=[O:8])[CH2:10]3)[O:27][N:40]=2)=[CH:34][CH:35]=1, predict the reactants needed to synthesize it. The reactants are: [N:1]1([C:7]([N:9]2[CH2:14][CH:13]([C:15]3[CH:20]=[CH:19][C:18]([O:21][C:22]([F:25])([F:24])[F:23])=[CH:17][CH:16]=3)[CH2:12][CH:11]([C:26](O)=[O:27])[CH2:10]2)=[O:8])[CH2:6][CH2:5][O:4][CH2:3][CH2:2]1.[F:29][C:30]1[CH:35]=[CH:34][C:33]([CH2:36][C:37](=[NH:40])[NH:38]O)=[CH:32][CH:31]=1. (4) Given the product [O:13]=[C:14]1[N:19]([C:20]2[CH:21]=[CH:22][C:23]([O:26][CH2:27][C:28]([F:31])([F:29])[F:30])=[CH:24][CH:25]=2)[C:18]([S:32][CH2:33][CH2:34][CH2:35][C:36]([NH:45][CH2:44][C:43]([F:47])([F:46])[F:42])=[O:38])=[N:17][C:16]2[CH:39]=[CH:40][NH:41][C:15]1=2, predict the reactants needed to synthesize it. The reactants are: Cl.C(N=C=NCCCN(C)C)C.[O:13]=[C:14]1[N:19]([C:20]2[CH:25]=[CH:24][C:23]([O:26][CH2:27][C:28]([F:31])([F:30])[F:29])=[CH:22][CH:21]=2)[C:18]([S:32][CH2:33][CH2:34][CH2:35][C:36]([OH:38])=O)=[N:17][C:16]2[CH:39]=[CH:40][NH:41][C:15]1=2.[F:42][C:43]([F:47])([F:46])[CH2:44][NH2:45].ON1C2C=CC=CC=2N=N1. (5) The reactants are: [N:1]1[CH:6]=[CH:5][CH:4]=[CH:3][C:2]=1[CH2:7][CH2:8][C:9]([O:11]CC)=O.[Li+].C[CH:16]([N-:18][CH:19](C)C)C.[N+:22]([C:25]1[CH:26]=[C:27]([NH:31][C:32]2[N:39]=[CH:38][CH:37]=[CH:36][C:33]=2[CH:34]=O)[CH:28]=[CH:29][CH:30]=1)([O-:24])=[O:23].[OH2:40]. Given the product [N+:22]([C:25]1[CH:26]=[C:27]([N:31]2[C:32]3[C:33](=[CH:36][CH:37]=[CH:38][N:39]=3)[CH:34]=[C:8]([CH2:7][C:2]3[CH:3]=[CH:4][CH:5]=[CH:6][N:1]=3)[C:9]2=[O:11])[CH:28]=[CH:29][CH:30]=1)([O-:24])=[O:23].[CH3:16][N:18]([CH:19]=[O:40])[CH3:2], predict the reactants needed to synthesize it. (6) Given the product [CH3:16][O:17][C:18]1[CH:23]=[CH:22][C:21]([N:24]2[CH:1]=[C:3]([C:4]3[N:9]=[C:8]([C:10]([OH:12])=[O:11])[CH:7]=[CH:6][CH:5]=3)[CH:13]=[N:25]2)=[CH:20][CH:19]=1, predict the reactants needed to synthesize it. The reactants are: [CH:1]([CH:3]([CH:13]=O)[C:4]1[N:9]=[C:8]([C:10]([OH:12])=[O:11])[CH:7]=[CH:6][CH:5]=1)=O.Cl.[CH3:16][O:17][C:18]1[CH:23]=[CH:22][C:21]([NH:24][NH2:25])=[CH:20][CH:19]=1.C([O-])(=O)C.[Na+]. (7) Given the product [CH3:1][O:2][C:3]([CH:5]1[CH2:9][C@H:8]([O:10][CH2:15][CH2:16][O:17][CH:18]2[CH2:23][CH2:22][CH2:21][CH2:20][O:19]2)[C@@H:7]([N:11]=[N+:12]=[N-:13])[CH2:6]1)=[O:4], predict the reactants needed to synthesize it. The reactants are: [CH3:1][O:2][C:3]([C@H:5]1[CH2:9][C@H:8]([OH:10])[C@@H:7]([N:11]=[N+:12]=[N-:13])[CH2:6]1)=[O:4].Br[CH2:15][CH2:16][O:17][CH:18]1[CH2:23][CH2:22][CH2:21][CH2:20][O:19]1. (8) Given the product [O:14]1[CH2:5][CH2:4][N:3]([C:13](=[O:14])[CH2:12][CH2:11][CH2:10][CH2:9][Br:8])[C:6]2[CH:7]=[CH:10][CH:11]=[CH:12][C:13]1=2, predict the reactants needed to synthesize it. The reactants are: C([N:3]([CH2:6][CH3:7])[CH2:4][CH3:5])C.[Br:8][CH2:9][CH2:10][CH2:11][CH2:12][C:13](Cl)=[O:14]. (9) Given the product [CH3:24][N:23]([CH2:22][CH2:21][CH2:20][N:2]([CH3:1])[CH2:3][C:4](=[O:5])[NH:6][C:7]1[CH:12]=[CH:11][C:10]([O:13][C:14]2[CH:19]=[CH:18][CH:17]=[CH:16][CH:15]=2)=[CH:9][CH:8]=1)[CH:36]([CH2:35][CH2:34][CH2:33][CH3:32])[C:37]([O:39][CH2:40][CH3:25])=[O:38], predict the reactants needed to synthesize it. The reactants are: [CH3:1][N:2]([CH2:20][CH2:21][CH2:22][NH:23][CH3:24])[CH2:3][C:4]([NH:6][C:7]1[CH:12]=[CH:11][C:10]([O:13][C:14]2[CH:19]=[CH:18][CH:17]=[CH:16][CH:15]=2)=[CH:9][CH:8]=1)=[O:5].[C:25](=O)([O-])[O-].[K+].[K+].Br[CH2:32][CH2:33][CH2:34][CH2:35][CH2:36][C:37]([O:39][CH3:40])=[O:38]. (10) Given the product [C:10]([O:13][C:14](=[O:15])[NH:1][C:2]1[CH:3]=[N:4][CH:5]=[C:6]([Br:8])[CH:7]=1)([CH3:12])([CH3:11])[CH3:9], predict the reactants needed to synthesize it. The reactants are: [NH2:1][C:2]1[CH:3]=[N:4][CH:5]=[C:6]([Br:8])[CH:7]=1.[CH3:9][C:10]([O:13][C:14](O[C:14]([O:13][C:10]([CH3:12])([CH3:11])[CH3:9])=[O:15])=[O:15])([CH3:12])[CH3:11].O.